Task: Regression/Classification. Given a drug SMILES string, predict its absorption, distribution, metabolism, or excretion properties. Task type varies by dataset: regression for continuous measurements (e.g., permeability, clearance, half-life) or binary classification for categorical outcomes (e.g., BBB penetration, CYP inhibition). Dataset: cyp2c19_veith.. Dataset: CYP2C19 inhibition data for predicting drug metabolism from PubChem BioAssay (1) The molecule is CCOC(=O)C1=C(C)NC(C)=C(C(=O)OCC)C1c1sccc1C. The result is 1 (inhibitor). (2) The compound is CCOc1ccc2nc(C)cc(Nc3ccc4c(c3)OCCO4)c2c1.Cl. The result is 1 (inhibitor). (3) The drug is Cc1ccc(C(=O)N2CCN(c3cc(=O)[nH]nc3-c3ccccc3)CC2)cc1. The result is 1 (inhibitor). (4) The drug is NS(=O)(=O)c1cc(Cl)c(Cl)c(S(N)(=O)=O)c1. The result is 0 (non-inhibitor). (5) The result is 0 (non-inhibitor). The molecule is O=c1c(-c2cc(F)cc(F)c2)nc2cncnc2n1C1CC1. (6) The drug is Cn1nc(C(F)(F)F)c(/C=N/OC(=O)c2ccccc2)c1Cl. The result is 0 (non-inhibitor). (7) The molecule is C=CCOC(=O)C1=C(C)NC(SCC(=O)Nc2nccs2)=C(C#N)C1c1ccc(Cl)cc1. The result is 1 (inhibitor). (8) The compound is NCCS(=O)O. The result is 0 (non-inhibitor). (9) The molecule is COC(=O)C(Cc1ccc(OC(=O)c2ccc(C(F)(F)F)cc2)cc1)N1Cc2ccccc2C1=O. The result is 1 (inhibitor).